This data is from Full USPTO retrosynthesis dataset with 1.9M reactions from patents (1976-2016). The task is: Predict the reactants needed to synthesize the given product. (1) Given the product [Cl:1][C:2]1[C:9]([N+:16]([O-:18])=[O:17])=[CH:8][C:5]([C:6]#[N:7])=[C:4]([F:10])[CH:3]=1, predict the reactants needed to synthesize it. The reactants are: [Cl:1][C:2]1[CH:9]=[CH:8][C:5]([C:6]#[N:7])=[C:4]([F:10])[CH:3]=1.OS(O)(=O)=O.[N+:16]([O-])([OH:18])=[O:17]. (2) Given the product [NH2:8][C:7]1[NH:2][N:1]=[C:5]([C:11]#[N:12])[C:6]=1[C:9]#[N:10], predict the reactants needed to synthesize it. The reactants are: [NH2:1][NH2:2].C([C:5]([C:11]#[N:12])=[C:6]([C:9]#[N:10])[C:7]#[N:8])#N. (3) Given the product [CH2:1]([O:3][C:4]1[CH:5]=[C:6]([N:13]2[CH2:14][CH2:15][N:16]([CH:19]3[CH2:24][CH2:23][N:22]([CH2:26][CH2:27][F:28])[CH2:21][CH2:20]3)[CH2:17][CH2:18]2)[CH:7]=[CH:8][C:9]=1[N+:10]([O-:12])=[O:11])[CH3:2], predict the reactants needed to synthesize it. The reactants are: [CH2:1]([O:3][C:4]1[CH:5]=[C:6]([N:13]2[CH2:18][CH2:17][N:16]([CH:19]3[CH2:24][CH2:23][NH:22][CH2:21][CH2:20]3)[CH2:15][CH2:14]2)[CH:7]=[CH:8][C:9]=1[N+:10]([O-:12])=[O:11])[CH3:2].I[CH2:26][CH2:27][F:28].C([O-])([O-])=O.[Na+].[Na+]. (4) Given the product [Br:1][C:2]1[C:3]([F:13])=[C:4]2[N:11]=[CH:10][NH:9][C:5]2=[N:6][C:7]=1[CH3:8], predict the reactants needed to synthesize it. The reactants are: [Br:1][C:2]1[C:3](Cl)=[C:4]2[N:11]=[CH:10][NH:9][C:5]2=[N:6][C:7]=1[CH3:8].[F-:13].[K+].C1OCCOCCOCCOCCOCCOC1. (5) Given the product [F:3][C:4]1[CH:9]=[CH:8][C:7]([CH2:10][CH:11]([CH:17]([OH:28])[C:18]2[CH:19]=[CH:20][C:21]([C:24]([F:26])([F:27])[F:25])=[CH:22][CH:23]=2)[C:12]([O:14][CH2:15][CH3:16])=[O:13])=[CH:6][CH:5]=1, predict the reactants needed to synthesize it. The reactants are: [BH4-].[Na+].[F:3][C:4]1[CH:9]=[CH:8][C:7]([CH2:10][CH:11]([C:17](=[O:28])[C:18]2[CH:23]=[CH:22][C:21]([C:24]([F:27])([F:26])[F:25])=[CH:20][CH:19]=2)[C:12]([O:14][CH2:15][CH3:16])=[O:13])=[CH:6][CH:5]=1.Cl. (6) Given the product [CH3:1][C:2]([CH3:18])([CH3:17])[CH2:3][CH2:4][C:5]1[CH:10]=[C:9]([C:11]([F:12])([F:13])[F:14])[CH:8]=[CH:7][C:6]=1[CH2:15][NH:16][C:42]([NH:41][C:36]1[CH:37]=[CH:38][CH:39]=[C:40]2[C:35]=1[CH:34]=[N:33][NH:32]2)=[O:43], predict the reactants needed to synthesize it. The reactants are: [CH3:1][C:2]([CH3:18])([CH3:17])[CH2:3][CH2:4][C:5]1[CH:10]=[C:9]([C:11]([F:14])([F:13])[F:12])[CH:8]=[CH:7][C:6]=1[CH2:15][NH2:16].C(N(C(C)C)CC)(C)C.COC([N:32]1[C:40]2[C:35](=[C:36]([NH:41][C:42](ON3C(=O)CCC3=O)=[O:43])[CH:37]=[CH:38][CH:39]=2)[CH:34]=[N:33]1)=O. (7) Given the product [I:22][C:2]1[CH:3]=[CH:4][C:5]([O:8][C:9]2[CH:10]=[N:11][CH:12]=[N:13][CH:14]=2)=[N:6][CH:7]=1, predict the reactants needed to synthesize it. The reactants are: Br[C:2]1[CH:3]=[CH:4][C:5]([O:8][C:9]2[CH:10]=[N:11][CH:12]=[N:13][CH:14]=2)=[N:6][CH:7]=1.O1CCOCC1.[Na+].[I-:22].CN(C)CCN. (8) Given the product [OH:1][CH2:2][C:3]1([C:4]([O:6][CH2:7][CH3:8])=[O:5])[CH2:13][CH2:12][C:11]([O:14][Si:15]([CH3:18])([CH3:17])[CH3:16])=[CH:10][CH2:9]1, predict the reactants needed to synthesize it. The reactants are: [OH:1][CH2:2][C:3](=[CH2:9])[C:4]([O:6][CH2:7][CH3:8])=[O:5].[CH2:10]=[C:11]([O:14][Si:15]([CH3:18])([CH3:17])[CH3:16])[CH:12]=[CH2:13].